Dataset: Reaction yield outcomes from USPTO patents with 853,638 reactions. Task: Predict the reaction yield, written as a fraction of the theoretical maximum amount of product (1.0 means a 100% yield; for example, 0.34 means a 34% yield). The product is [Cl:1][C:2]1[CH:3]=[C:4]([CH:24]=[CH:25][C:26]=1[Cl:27])[CH2:5][CH:6]1[C:15]2[C:10](=[CH:11][CH:12]=[C:13]([OH:16])[CH:14]=2)[CH2:9][CH2:8][CH:7]1[NH:18][C:19](=[O:23])[O:20][CH2:21][CH3:22]. The reactants are [Cl:1][C:2]1[CH:3]=[C:4]([CH:24]=[CH:25][C:26]=1[Cl:27])[CH2:5][CH:6]1[C:15]2[C:10](=[CH:11][CH:12]=[C:13]([O:16]C)[CH:14]=2)[CH2:9][CH2:8][CH:7]1[NH:18][C:19](=[O:23])[O:20][CH2:21][CH3:22].B(Br)(Br)Br. The catalyst is C(Cl)Cl. The yield is 1.00.